Dataset: Full USPTO retrosynthesis dataset with 1.9M reactions from patents (1976-2016). Task: Predict the reactants needed to synthesize the given product. (1) Given the product [NH2:1][C:2]1[N:3]([CH3:30])[C:4](=[O:29])[C@:5]([C:17]2[CH:18]=[C:19]([NH:23][C:24](=[O:28])[CH2:25][O:26][CH3:27])[CH:20]=[CH:21][CH:22]=2)([C:7]2[CH:8]=[CH:9][C:10]([O:13][CH:14]([F:16])[F:15])=[CH:11][CH:12]=2)[N:6]=1, predict the reactants needed to synthesize it. The reactants are: [NH2:1][C:2]1[N:3]([CH3:30])[C:4](=[O:29])[C@@:5]([C:17]2[CH:18]=[C:19]([NH:23][C:24](=[O:28])[CH2:25][O:26][CH3:27])[CH:20]=[CH:21][CH:22]=2)([C:7]2[CH:12]=[CH:11][C:10]([O:13][CH:14]([F:16])[F:15])=[CH:9][CH:8]=2)[N:6]=1. (2) Given the product [CH:2]([O:4][C:8]1[CH:9]=[C:10]([CH:13]=[C:14]([C:16]([F:17])([F:19])[F:18])[CH:15]=1)[C:11]#[N:12])([CH3:3])[CH3:1], predict the reactants needed to synthesize it. The reactants are: [CH3:1][CH:2]([OH:4])[CH3:3].[H-].[Na+].F[C:8]1[CH:9]=[C:10]([CH:13]=[C:14]([C:16]([F:19])([F:18])[F:17])[CH:15]=1)[C:11]#[N:12]. (3) Given the product [CH:1]1([CH2:4][O:5][C:6]2[CH:7]=[C:8]([CH:20]=[CH:21][CH:22]=2)[O:9][C:10]2[CH:15]=[CH:14][C:13]([NH2:16])=[CH:12][C:11]=2[CH3:19])[CH2:3][CH2:2]1, predict the reactants needed to synthesize it. The reactants are: [CH:1]1([CH2:4][O:5][C:6]2[CH:7]=[C:8]([CH:20]=[CH:21][CH:22]=2)[O:9][C:10]2[CH:15]=[CH:14][C:13]([N+:16]([O-])=O)=[CH:12][C:11]=2[CH3:19])[CH2:3][CH2:2]1.[Cl-].[Ca+2].[Cl-].C(O)C.